From a dataset of Full USPTO retrosynthesis dataset with 1.9M reactions from patents (1976-2016). Predict the reactants needed to synthesize the given product. (1) Given the product [CH:11]([NH:13][C:14]1[CH:15]=[C:16]([C@@H:21]([OH:60])[CH2:22][NH:23][CH2:24][C:25]2[C:30]([CH3:31])=[CH:29][C:28]([NH:32][C:33]([CH2:35][CH2:36][N:37]3[CH2:42][CH2:41][CH:40]([O:43][C:44](=[O:58])[NH:45][C:46]4[CH:51]=[CH:50][CH:49]=[CH:48][C:47]=4[C:52]4[CH:57]=[CH:56][CH:55]=[CH:54][CH:53]=4)[CH2:39][CH2:38]3)=[O:34])=[C:27]([CH3:59])[CH:26]=2)[CH:17]=[CH:18][C:19]=1[OH:20])=[O:12], predict the reactants needed to synthesize it. The reactants are: C(O)(=O)[C@@H]([C@H](C(O)=O)O)O.[CH:11]([NH:13][C:14]1[CH:15]=[C:16]([C@@H:21]([OH:60])[CH2:22][NH:23][CH2:24][C:25]2[C:30]([CH3:31])=[CH:29][C:28]([NH:32][C:33]([CH2:35][CH2:36][N:37]3[CH2:42][CH2:41][CH:40]([O:43][C:44](=[O:58])[NH:45][C:46]4[CH:51]=[CH:50][CH:49]=[CH:48][C:47]=4[C:52]4[CH:57]=[CH:56][CH:55]=[CH:54][CH:53]=4)[CH2:39][CH2:38]3)=[O:34])=[C:27]([CH3:59])[CH:26]=2)[CH:17]=[CH:18][C:19]=1[OH:20])=[O:12].CO.C(=O)(O)[O-].[Na+]. (2) Given the product [Br:1][C:2]1[C:3]([O:14][C:15]2[CH:16]=[CH:17][C:18]([F:21])=[CH:19][CH:20]=2)=[N:4][CH2:5][C:6]([CH2:26][CH3:27])([NH2:11])[C:7]=1[NH2:8], predict the reactants needed to synthesize it. The reactants are: [Br:1][C:2]1[C:3]([O:14][C:15]2[CH:20]=[CH:19][C:18]([F:21])=[CH:17][CH:16]=2)=[N:4][CH:5]=[C:6]([N+:11]([O-])=O)[C:7]=1[NH:8]CC.Cl.Cl[Sn]Cl.[CH3:26][CH2:27]O.